This data is from Catalyst prediction with 721,799 reactions and 888 catalyst types from USPTO. The task is: Predict which catalyst facilitates the given reaction. Reactant: Br[C:2]1[CH:7]=[CH:6][C:5]([N+:8]([O-:10])=[O:9])=[CH:4][C:3]=1[NH:11][C:12](=[O:19])[C:13]1[CH:18]=[CH:17][CH:16]=[CH:15][CH:14]=1.[C:20]([N:28]1[CH2:33][CH2:32][NH:31][CH2:30][CH2:29]1)(=[O:27])[C:21]1[CH:26]=[CH:25][CH:24]=[CH:23][CH:22]=1. Product: [C:20]([N:28]1[CH2:33][CH2:32][N:31]([C:2]2[CH:7]=[CH:6][C:5]([N+:8]([O-:10])=[O:9])=[CH:4][C:3]=2[NH:11][C:12](=[O:19])[C:13]2[CH:18]=[CH:17][CH:16]=[CH:15][CH:14]=2)[CH2:30][CH2:29]1)(=[O:27])[C:21]1[CH:26]=[CH:25][CH:24]=[CH:23][CH:22]=1. The catalyst class is: 37.